Dataset: Full USPTO retrosynthesis dataset with 1.9M reactions from patents (1976-2016). Task: Predict the reactants needed to synthesize the given product. (1) Given the product [Cl:1][C:2]1[N:6]=[C:5]([N:14]2[CH2:15][CH2:16][C:11]([CH2:9][CH3:10])([C:17]([O:19][CH2:20][CH3:21])=[O:18])[CH2:12][CH2:13]2)[S:4][N:3]=1, predict the reactants needed to synthesize it. The reactants are: [Cl:1][C:2]1[N:6]=[C:5](Cl)[S:4][N:3]=1.Cl.[CH2:9]([C:11]1([C:17]([O:19][CH2:20][CH3:21])=[O:18])[CH2:16][CH2:15][NH:14][CH2:13][CH2:12]1)[CH3:10].C(N(CC)CC)C. (2) Given the product [Cl:1][C:2]1[C:6]([C:7]([NH:30][CH2:29][CH:28]([C:31]2[CH:32]=[N:33][CH:34]=[CH:35][CH:36]=2)[CH2:27][CH:26]([CH3:37])[CH3:25])=[O:9])=[CH:5][N:4]([C:10]2[N:15]=[CH:14][CH:13]=[CH:12][N:11]=2)[N:3]=1, predict the reactants needed to synthesize it. The reactants are: [Cl:1][C:2]1[C:6]([C:7]([OH:9])=O)=[CH:5][N:4]([C:10]2[N:15]=[CH:14][CH:13]=[CH:12][N:11]=2)[N:3]=1.CCN(C(C)C)C(C)C.[CH3:25][CH:26]([CH3:37])[CH2:27][CH:28]([C:31]1[CH:32]=[N:33][CH:34]=[CH:35][CH:36]=1)[CH2:29][NH2:30].F[P-](F)(F)(F)(F)F.N1(O[P+](N(C)C)(N(C)C)N(C)C)C2C=CC=CC=2N=N1. (3) Given the product [CH3:1][N:2]([CH2:4][CH2:5][CH:6]([O:12][C:24]1[C:25]2[C:20](=[CH:19][CH:18]=[CH:17][CH:16]=2)[CH:21]=[CH:22][CH:23]=1)[C:7]1[S:8][CH:9]=[CH:10][CH:11]=1)[CH3:3].[C:26]([C@H:29]([C@@H:31]([C:33]([O-:35])=[O:34])[OH:32])[OH:30])([O-:28])=[O:27], predict the reactants needed to synthesize it. The reactants are: [CH3:1][N:2]([CH2:4][CH2:5][CH:6]([OH:12])[C:7]1[S:8][CH:9]=[CH:10][CH:11]=1)[CH3:3].[OH-].[K+].F[C:16]1[C:25]2[C:20](=[CH:21][CH:22]=[CH:23][CH:24]=2)[CH:19]=[CH:18][CH:17]=1.[C:26]([C@H:29]([C@@H:31]([C:33]([OH:35])=[O:34])[OH:32])[OH:30])([O-:28])=[O:27].[K+]. (4) Given the product [CH3:37][C:36]1[C:31]([N:28]2[CH2:27][CH2:26][N:25]([C:23]([C:11]3[CH:12]=[CH:13][C:14]([N:16]4[CH2:20][CH2:19][CH2:18][S:17]4(=[O:21])=[O:22])=[CH:15][C:10]=3[C:9]([N:8]([CH3:40])[CH3:6])=[O:39])=[O:24])[CH2:30][CH2:29]2)=[N:32][CH:33]=[C:34]([CH3:38])[CH:35]=1, predict the reactants needed to synthesize it. The reactants are: C(O[C:6]([N:8]([C:40](OC(C)(C)C)=O)[C:9](=[O:39])[C:10]1[CH:15]=[C:14]([N:16]2[CH2:20][CH2:19][CH2:18][S:17]2(=[O:22])=[O:21])[CH:13]=[CH:12][C:11]=1[C:23]([N:25]1[CH2:30][CH2:29][N:28]([C:31]2[C:36]([CH3:37])=[CH:35][C:34]([CH3:38])=[CH:33][N:32]=2)[CH2:27][CH2:26]1)=[O:24])=O)(C)(C)C. (5) Given the product [NH2:4][C:3](=[N:1][OH:2])[C:5]1[CH:6]=[CH:7][C:8]([F:23])=[C:9]([CH:22]=1)[CH2:10][N:11]([CH3:21])[CH2:12][CH2:13][C:14]([O:16][C:17]([CH3:20])([CH3:18])[CH3:19])=[O:15], predict the reactants needed to synthesize it. The reactants are: [NH2:1][OH:2].[C:3]([C:5]1[CH:6]=[CH:7][C:8]([F:23])=[C:9]([CH:22]=1)[CH2:10][N:11]([CH3:21])[CH2:12][CH2:13][C:14]([O:16][C:17]([CH3:20])([CH3:19])[CH3:18])=[O:15])#[N:4].